This data is from NCI-60 drug combinations with 297,098 pairs across 59 cell lines. The task is: Regression. Given two drug SMILES strings and cell line genomic features, predict the synergy score measuring deviation from expected non-interaction effect. (1) Synergy scores: CSS=57.2, Synergy_ZIP=-5.39, Synergy_Bliss=-7.75, Synergy_Loewe=-13.8, Synergy_HSA=-5.81. Cell line: SF-295. Drug 1: C1=CC(=C2C(=C1NCCNCCO)C(=O)C3=C(C=CC(=C3C2=O)O)O)NCCNCCO. Drug 2: CC(C)(C#N)C1=CC(=CC(=C1)CN2C=NC=N2)C(C)(C)C#N. (2) Drug 1: C1=CN(C(=O)N=C1N)C2C(C(C(O2)CO)O)O.Cl. Drug 2: C1CNP(=O)(OC1)N(CCCl)CCCl. Cell line: MOLT-4. Synergy scores: CSS=63.0, Synergy_ZIP=-0.565, Synergy_Bliss=-1.51, Synergy_Loewe=-5.40, Synergy_HSA=-1.48. (3) Drug 1: C1=C(C(=O)NC(=O)N1)F. Drug 2: CCC(=C(C1=CC=CC=C1)C2=CC=C(C=C2)OCCN(C)C)C3=CC=CC=C3.C(C(=O)O)C(CC(=O)O)(C(=O)O)O. Cell line: UACC-257. Synergy scores: CSS=25.5, Synergy_ZIP=0.0532, Synergy_Bliss=4.34, Synergy_Loewe=1.02, Synergy_HSA=1.39. (4) Drug 1: CC1=C(C=C(C=C1)NC(=O)C2=CC=C(C=C2)CN3CCN(CC3)C)NC4=NC=CC(=N4)C5=CN=CC=C5. Drug 2: CC12CCC3C(C1CCC2O)C(CC4=C3C=CC(=C4)O)CCCCCCCCCS(=O)CCCC(C(F)(F)F)(F)F. Cell line: NCI/ADR-RES. Synergy scores: CSS=-3.27, Synergy_ZIP=-1.80, Synergy_Bliss=-5.90, Synergy_Loewe=-4.12, Synergy_HSA=-5.03. (5) Drug 1: CCC1(CC2CC(C3=C(CCN(C2)C1)C4=CC=CC=C4N3)(C5=C(C=C6C(=C5)C78CCN9C7C(C=CC9)(C(C(C8N6C=O)(C(=O)OC)O)OC(=O)C)CC)OC)C(=O)OC)O.OS(=O)(=O)O. Drug 2: CC1CCCC2(C(O2)CC(NC(=O)CC(C(C(=O)C(C1O)C)(C)C)O)C(=CC3=CSC(=N3)C)C)C. Cell line: CCRF-CEM. Synergy scores: CSS=72.9, Synergy_ZIP=0.280, Synergy_Bliss=0.144, Synergy_Loewe=-0.540, Synergy_HSA=0.607. (6) Drug 1: C1CC(=O)NC(=O)C1N2C(=O)C3=CC=CC=C3C2=O. Drug 2: CC(C)NC(=O)C1=CC=C(C=C1)CNNC.Cl. Cell line: HCT116. Synergy scores: CSS=-0.696, Synergy_ZIP=0.912, Synergy_Bliss=-0.286, Synergy_Loewe=-2.88, Synergy_HSA=-2.14. (7) Drug 1: CC12CCC3C(C1CCC2=O)CC(=C)C4=CC(=O)C=CC34C. Drug 2: C1=CC(=C2C(=C1NCCNCCO)C(=O)C3=C(C=CC(=C3C2=O)O)O)NCCNCCO. Cell line: HL-60(TB). Synergy scores: CSS=93.8, Synergy_ZIP=3.50, Synergy_Bliss=3.92, Synergy_Loewe=4.58, Synergy_HSA=5.04. (8) Drug 1: C1=C(C(=O)NC(=O)N1)F. Drug 2: CS(=O)(=O)OCCCCOS(=O)(=O)C. Cell line: SF-539. Synergy scores: CSS=57.4, Synergy_ZIP=-2.58, Synergy_Bliss=-5.35, Synergy_Loewe=-19.0, Synergy_HSA=-3.36. (9) Drug 1: CC(C1=C(C=CC(=C1Cl)F)Cl)OC2=C(N=CC(=C2)C3=CN(N=C3)C4CCNCC4)N. Drug 2: C#CCC(CC1=CN=C2C(=N1)C(=NC(=N2)N)N)C3=CC=C(C=C3)C(=O)NC(CCC(=O)O)C(=O)O. Cell line: K-562. Synergy scores: CSS=44.6, Synergy_ZIP=-0.559, Synergy_Bliss=-2.47, Synergy_Loewe=-18.2, Synergy_HSA=-1.77. (10) Drug 1: CC1C(C(CC(O1)OC2CC(CC3=C2C(=C4C(=C3O)C(=O)C5=CC=CC=C5C4=O)O)(C(=O)C)O)N)O. Drug 2: CC1C(C(CC(O1)OC2CC(CC3=C2C(=C4C(=C3O)C(=O)C5=C(C4=O)C(=CC=C5)OC)O)(C(=O)CO)O)N)O.Cl. Cell line: CAKI-1. Synergy scores: CSS=48.3, Synergy_ZIP=-4.45, Synergy_Bliss=-5.58, Synergy_Loewe=-1.00, Synergy_HSA=0.246.